From a dataset of Reaction yield outcomes from USPTO patents with 853,638 reactions. Predict the reaction yield, written as a fraction of the theoretical maximum amount of product (1.0 means a 100% yield; for example, 0.34 means a 34% yield). (1) The reactants are Br[C:2]1[CH:23]=[CH:22][C:5]2[C:6]3[N:7]([CH:11]=[C:12]([C:14]4[N:18]([CH:19]([CH3:21])[CH3:20])[N:17]=[CH:16][N:15]=4)[N:13]=3)[CH2:8][CH2:9][O:10][C:4]=2[CH:3]=1.[O:24]1[CH2:29][CH2:28][CH2:27][CH2:26][CH:25]1[N:30]1[C:34](B2OC(C)(C)C(C)(C)O2)=[CH:33][N:32]=[CH:31]1.[F-].[Cs+].O. The catalyst is CN(C=O)C.[Cu]I.C1C=CC([P]([Pd]([P](C2C=CC=CC=2)(C2C=CC=CC=2)C2C=CC=CC=2)([P](C2C=CC=CC=2)(C2C=CC=CC=2)C2C=CC=CC=2)[P](C2C=CC=CC=2)(C2C=CC=CC=2)C2C=CC=CC=2)(C2C=CC=CC=2)C2C=CC=CC=2)=CC=1. The product is [CH:19]([N:18]1[C:14]([C:12]2[N:13]=[C:6]3[C:5]4[CH:22]=[CH:23][C:2]([C:34]5[N:30]([CH:25]6[CH2:26][CH2:27][CH2:28][CH2:29][O:24]6)[CH:31]=[N:32][CH:33]=5)=[CH:3][C:4]=4[O:10][CH2:9][CH2:8][N:7]3[CH:11]=2)=[N:15][CH:16]=[N:17]1)([CH3:21])[CH3:20]. The yield is 0.170. (2) The reactants are I[C:2]1[CH:7]=[CH:6][C:5]([C:8]2[CH:13]=[CH:12][CH:11]=[CH:10][N:9]=2)=[CH:4][CH:3]=1.IC1C=CC(I)=CC=1.FC1C=CC=CN=1.[CH3:29][Si:30]([C:33]#[CH:34])([CH3:32])[CH3:31]. No catalyst specified. The product is [CH3:29][Si:30]([C:33]#[C:34][C:2]1[CH:7]=[CH:6][C:5]([C:8]2[CH:13]=[CH:12][CH:11]=[CH:10][N:9]=2)=[CH:4][CH:3]=1)([CH3:32])[CH3:31]. The yield is 0.890. (3) The reactants are [C:1](Cl)(=[O:3])[CH3:2].[O:5]1[CH2:9][CH2:8][O:7][CH:6]1[C:10]1[CH:11]=[C:12]([NH2:16])[CH:13]=[CH:14][CH:15]=1.N1C=CC=CC=1. The catalyst is C(Cl)Cl. The product is [O:5]1[CH2:9][CH2:8][O:7][CH:6]1[C:10]1[CH:11]=[C:12]([NH:16][C:1](=[O:3])[CH3:2])[CH:13]=[CH:14][CH:15]=1. The yield is 0.900. (4) The reactants are [N:1]1[CH:6]=[CH:5][CH:4]=[C:3]([C:7]2[CH:8]=[C:9]3[C:15]([C:16]4[CH:17]=[C:18]([N:22]5[CH2:27][CH2:26][CH:25]([NH:28]C(=O)OC(C)(C)C)[CH2:24][CH2:23]5)[CH:19]=[N:20][CH:21]=4)=[N:14][N:13](C4CCCCO4)[C:10]3=[CH:11][N:12]=2)[CH:2]=1.C(Cl)Cl.FC(F)(F)C(O)=O. No catalyst specified. The product is [N:1]1[CH:6]=[CH:5][CH:4]=[C:3]([C:7]2[CH:8]=[C:9]3[C:15]([C:16]4[CH:17]=[C:18]([N:22]5[CH2:27][CH2:26][CH:25]([NH2:28])[CH2:24][CH2:23]5)[CH:19]=[N:20][CH:21]=4)=[N:14][NH:13][C:10]3=[CH:11][N:12]=2)[CH:2]=1. The yield is 0.330. (5) The product is [OH:1][C:2]1[CH:10]=[CH:9][C:5]([C:6]([O:8][CH3:12])=[O:7])=[CH:4][C:3]=1[CH3:11]. The reactants are [OH:1][C:2]1[CH:10]=[CH:9][C:5]([C:6]([OH:8])=[O:7])=[CH:4][C:3]=1[CH3:11].[CH3:12]N(C=O)C.S(Cl)(Cl)=O. The yield is 0.960. The catalyst is CO. (6) The reactants are [C:1](=[N:9][OH:10])([NH2:8])[C:2]1[CH:7]=[CH:6][CH:5]=[CH:4][CH:3]=1.[OH-].C([N+](C)(C)C)C1C=CC=CC=1.[OH-].[Na+].[O:25]1[CH:29]=[CH:28][CH:27]=[C:26]1[C:30](Cl)=O. The catalyst is CC1CCCO1.O. The product is [C:2]1([C:1]2[N:8]=[C:30]([C:26]3[O:25][CH:29]=[CH:28][CH:27]=3)[O:10][N:9]=2)[CH:7]=[CH:6][CH:5]=[CH:4][CH:3]=1. The yield is 0.640. (7) The reactants are [F:1][C:2]1[CH:7]=[CH:6][CH:5]=[CH:4][C:3]=1[C:8](=O)[CH:9]([C:14]1[CH:26]=[CH:25][C:17]2[N:18]=[C:19]([NH:21][CH:22]([CH3:24])[CH3:23])[S:20][C:16]=2[CH:15]=1)[C:10]([O:12]C)=O.[NH2:28][NH2:29].[OH-].[NH4+].CO.C(Cl)Cl. The catalyst is CC(O)=O.CCO.O. The product is [F:1][C:2]1[CH:7]=[CH:6][CH:5]=[CH:4][C:3]=1[C:8]1[C:9]([C:14]2[CH:26]=[CH:25][C:17]3[N:18]=[C:19]([NH:21][CH:22]([CH3:23])[CH3:24])[S:20][C:16]=3[CH:15]=2)=[C:10]([OH:12])[NH:29][N:28]=1. The yield is 0.270. (8) The reactants are [F:1][C:2]1[CH:7]=[CH:6][C:5]([C:8]2[C:12]([CH2:13][O:14][C:15]3[CH:23]=[CH:22][C:18]([C:19]([OH:21])=O)=[CH:17][N:16]=3)=[C:11]([CH3:24])[O:10][N:9]=2)=[CH:4][CH:3]=1.F[B-](F)(F)F.N1(OC(N(C)C)=[N+](C)C)C2C=CC=CC=2N=N1.C(N(CC)C(C)C)(C)C.[NH:56]1[CH2:61][CH2:60][S:59](=[O:63])(=[O:62])[CH2:58][CH2:57]1. The catalyst is CN(C=O)C. The product is [O:62]=[S:59]1(=[O:63])[CH2:60][CH2:61][N:56]([C:19]([C:18]2[CH:17]=[N:16][C:15]([O:14][CH2:13][C:12]3[C:8]([C:5]4[CH:4]=[CH:3][C:2]([F:1])=[CH:7][CH:6]=4)=[N:9][O:10][C:11]=3[CH3:24])=[CH:23][CH:22]=2)=[O:21])[CH2:57][CH2:58]1. The yield is 0.550. (9) The reactants are [NH2:1][C:2]1[C:11]2[C:6](=[CH:7][C:8]([C:12]([F:15])([F:14])[F:13])=[CH:9][CH:10]=2)[N:5]=[CH:4][CH:3]=1.C(N(CC)CC)C.[Br:23][CH2:24][CH2:25][CH2:26][CH2:27][C:28](Cl)=[O:29]. The catalyst is C(Cl)(Cl)Cl.O. The product is [Br:23][CH2:24][CH2:25][CH2:26][CH2:27][C:28]([NH:1][C:2]1[C:11]2[C:6](=[CH:7][C:8]([C:12]([F:15])([F:13])[F:14])=[CH:9][CH:10]=2)[N:5]=[CH:4][CH:3]=1)=[O:29]. The yield is 0.900.